From a dataset of Forward reaction prediction with 1.9M reactions from USPTO patents (1976-2016). Predict the product of the given reaction. (1) Given the reactants [OH:1][CH:2]1[CH2:11][CH2:10][C:9]2[CH:8]=[C:7]([C@H:12]3[CH2:21][CH2:20][C@@:14]4([NH:18]C(=O)[O:16][CH2:15]4)[CH2:13]3)[CH:6]=[CH:5][C:4]=2[CH2:3]1.[OH-].[Na+], predict the reaction product. The product is: [NH2:18][C@:14]1([CH2:15][OH:16])[CH2:20][CH2:21][C@H:12]([C:7]2[CH:8]=[C:9]3[C:4](=[CH:5][CH:6]=2)[CH2:3][CH:2]([OH:1])[CH2:11][CH2:10]3)[CH2:13]1. (2) Given the reactants [H-].[H-].[H-].[H-].[Li+].[Al+3].[Cl:7][C:8]1[S:12][C:11]([S:13]([NH:16][CH:17]([CH:22]2[CH2:27][CH:26]3[CH:24]([C:25]3([F:29])[F:28])[CH2:23]2)[C:18](OC)=[O:19])(=[O:15])=[O:14])=[CH:10][CH:9]=1, predict the reaction product. The product is: [Cl:7][C:8]1[S:12][C:11]([S:13]([NH:16][CH:17]([CH:22]2[CH2:27][CH:26]3[CH:24]([C:25]3([F:29])[F:28])[CH2:23]2)[CH2:18][OH:19])(=[O:14])=[O:15])=[CH:10][CH:9]=1.